This data is from Full USPTO retrosynthesis dataset with 1.9M reactions from patents (1976-2016). The task is: Predict the reactants needed to synthesize the given product. Given the product [Br:1][C:2]1[CH:3]=[C:4]2[C:8](=[CH:9][CH:10]=1)[N:7]([CH2:11][CH2:12][CH2:13][N:23]1[CH2:27][CH2:26][CH2:25][CH2:24]1)[N:6]=[CH:5]2, predict the reactants needed to synthesize it. The reactants are: [Br:1][C:2]1[CH:3]=[C:4]2[C:8](=[CH:9][CH:10]=1)[N:7]([CH2:11][CH2:12][CH2:13]Cl)[N:6]=[CH:5]2.[I-].[K+].C([O-])([O-])=O.[K+].[K+].[NH:23]1[CH2:27][CH2:26][CH2:25][CH2:24]1.